Task: Predict which catalyst facilitates the given reaction.. Dataset: Catalyst prediction with 721,799 reactions and 888 catalyst types from USPTO (1) The catalyst class is: 22. Reactant: [Br:1]Br.[CH3:3][C:4]1[N:9]=[C:8]([OH:10])[CH:7]=[C:6]([CH3:11])[N:5]=1. Product: [Br:1][C:7]1[C:8]([OH:10])=[N:9][C:4]([CH3:3])=[N:5][C:6]=1[CH3:11]. (2) Product: [CH2:18]([N:11]1[C:5]2[CH:4]=[C:3]([O:2][CH3:1])[CH:14]=[CH:13][C:6]=2[CH2:7][CH2:8][CH2:9][C:10]1=[O:12])[CH3:19]. The catalyst class is: 3. Reactant: [CH3:1][O:2][C:3]1[CH:14]=[CH:13][C:6]2[CH2:7][CH2:8][CH2:9][C:10](=[O:12])[NH:11][C:5]=2[CH:4]=1.[H-].[Na+].I[CH2:18][CH3:19]. (3) Reactant: [NH2:1][C:2]1([C:5]([OH:7])=[O:6])[CH2:4][CH2:3]1.O.C([O-])(O)=O.[Na+].[CH3:14][C:15]([O:18][C:19](O[C:19]([O:18][C:15]([CH3:17])([CH3:16])[CH3:14])=[O:20])=[O:20])([CH3:17])[CH3:16]. Product: [C:15]([O:18][C:19]([NH:1][C:2]1([C:5]([OH:7])=[O:6])[CH2:4][CH2:3]1)=[O:20])([CH3:17])([CH3:16])[CH3:14]. The catalyst class is: 12. (4) Reactant: [CH2:1]([S:4][C:5]1[N:9]([C:10]2[CH:19]=[CH:18][C:13]([C:14]([O:16]C)=[O:15])=[CH:12][CH:11]=2)[N:8]=[CH:7][C:6]=1[C:20]([N:22]1[CH2:26][CH2:25][CH:24]([C:27]2[CH:32]=[CH:31][CH:30]=[CH:29][C:28]=2[C:33]([F:36])([F:35])[F:34])[CH2:23]1)=[O:21])[CH2:2][CH3:3].[OH-].[Na+]. Product: [CH2:1]([S:4][C:5]1[N:9]([C:10]2[CH:11]=[CH:12][C:13]([C:14]([OH:16])=[O:15])=[CH:18][CH:19]=2)[N:8]=[CH:7][C:6]=1[C:20]([N:22]1[CH2:26][CH2:25][CH:24]([C:27]2[CH:32]=[CH:31][CH:30]=[CH:29][C:28]=2[C:33]([F:34])([F:35])[F:36])[CH2:23]1)=[O:21])[CH2:2][CH3:3]. The catalyst class is: 5. (5) Reactant: C1(P(C2C=CC=CC=2)[C:24]2[CH:25]=[CH:26][C:27]3[C:22](=[CH:21][CH:20]=[CH:19]C=3)[C:23]=2C2[C:27]3[C:22](=[CH:23][CH:24]=[CH:25][CH:26]=3)[CH:21]=[CH:20][C:19]=2P(C2C=CC=CC=2)C2C=CC=CC=2)C=CC=CC=1.[CH3:47][N:48]1[CH2:53][CH2:52][NH:51][CH2:50][CH2:49]1.[C:54]([O-:57])([O-])=[O:55].[Cs+].[Cs+].[C:60]1(C)C=CC=C[CH:61]=1. Product: [CH2:60]([O:57][C:54]([CH:19]1[CH2:20][CH:21]1[C:22]1[CH:23]=[CH:24][CH:25]=[C:26]([N:51]2[CH2:52][CH2:53][N:48]([CH3:47])[CH2:49][CH2:50]2)[CH:27]=1)=[O:55])[CH3:61]. The catalyst class is: 318. (6) Reactant: [CH3:1][C:2]1[C@@H:19](OC([C@H](O)[C@@H](NC(C2C=CC=CC=2)=O)C2C=CC=CC=2)=O)[CH2:18][C@:14]2(O)[C:15]([CH3:17])([CH3:16])[C:3]=1[C@@H:4](OC(C)=O)[C:5]([C@@:7]1([CH3:58])[C@H:12]([C@@H:13]2OC(C2C=CC=CC=2)=O)[C@:11]2(OC(C)=O)[CH2:51]O[C@@H:10]2[CH2:9][C@@H:8]1O)=O. Product: [CH3:51][C@H:11]1[C@H:12]2[CH2:13][C@H:14]3[C:15]([CH3:16])([CH3:17])[C@@H:3]([CH2:4][CH2:5][C@:7]2([CH3:58])[CH2:8][CH2:9][CH2:10]1)[C@H:2]([CH3:1])[CH2:19][CH2:18]3. The catalyst class is: 4.